The task is: Regression/Classification. Given a drug SMILES string, predict its toxicity properties. Task type varies by dataset: regression for continuous values (e.g., LD50, hERG inhibition percentage) or binary classification for toxic/non-toxic outcomes (e.g., AMES mutagenicity, cardiotoxicity, hepatotoxicity). Dataset: ames.. This data is from Ames mutagenicity test results for genotoxicity prediction. (1) The molecule is O=C(O)C1OC(Oc2ccc3cc4ccc5cccc6ccc(c3c2)c4c56)C(O)C(O)C1O. The result is 0 (non-mutagenic). (2) The drug is Cc1ccc(CN(C)N=O)cc1. The result is 0 (non-mutagenic).